Dataset: Reaction yield outcomes from USPTO patents with 853,638 reactions. Task: Predict the reaction yield, written as a fraction of the theoretical maximum amount of product (1.0 means a 100% yield; for example, 0.34 means a 34% yield). The reactants are [C:1]([C:3]1[N:8]=[C:7]([CH2:9][CH2:10][C:11]([O:13][C:14]([CH3:17])([CH3:16])[CH3:15])=[O:12])[CH:6]=[C:5]([S:18]([CH3:21])(=[O:20])=[O:19])[CH:4]=1)#[N:2].[C:22](OC)(=[O:30])[C:23]1[C:24](=[CH:26][CH:27]=[CH:28][CH:29]=1)[SH:25].C(N(CC)CC)C. The catalyst is C1(C)C=CC=CC=1. The product is [O:30]=[C:22]1[C:23]2[CH:29]=[CH:28][CH:27]=[CH:26][C:24]=2[S:25][C:1]([C:3]2[N:8]=[C:7]([CH2:9][CH2:10][C:11]([O:13][C:14]([CH3:15])([CH3:16])[CH3:17])=[O:12])[CH:6]=[C:5]([S:18]([CH3:21])(=[O:20])=[O:19])[CH:4]=2)=[N:2]1. The yield is 0.700.